Task: Predict the reaction yield, written as a fraction of the theoretical maximum amount of product (1.0 means a 100% yield; for example, 0.34 means a 34% yield).. Dataset: Reaction yield outcomes from USPTO patents with 853,638 reactions (1) The catalyst is ClCCl. The yield is 0.830. The product is [C:16]([O:15][C:13](=[O:14])[NH:1][C@@H:2]([C:10](=[O:12])[NH:49][CH2:48][CH:45]1[CH2:44][CH2:43][N:42]([CH2:41][CH:38]2[CH2:37][CH2:36][O:35][CH2:40][CH2:39]2)[CH2:47][CH2:46]1)[CH2:3][C:4]1[CH:5]=[CH:6][CH:7]=[CH:8][CH:9]=1)([CH3:19])([CH3:18])[CH3:17]. The reactants are [NH:1]([C:13]([O:15][C:16]([CH3:19])([CH3:18])[CH3:17])=[O:14])[C@@H:2]([C:10]([OH:12])=O)[CH2:3][C:4]1[CH:9]=[CH:8][CH:7]=[CH:6][CH:5]=1.CN1CCOCC1.ClC(OCC(C)C)=O.[O:35]1[CH2:40][CH2:39][CH:38]([CH2:41][N:42]2[CH2:47][CH2:46][CH:45]([CH2:48][NH2:49])[CH2:44][CH2:43]2)[CH2:37][CH2:36]1.[OH-].[Na+]. (2) The reactants are Cl.[CH3:2][O:3][C:4]([C:6]1[CH:7]=[C:8]2[C:12](=[CH:13][CH:14]=1)[CH2:11][CH2:10][C@H:9]2[NH2:15])=[O:5].C[O:17][C:18](=O)[C:19]1[C:24]([Cl:25])=[CH:23][CH:22]=[CH:21][C:20]=1[CH2:26]Br.C(N(CC)CC)C.C([O-])(O)=O.[Na+]. The catalyst is C1(C)C=CC=CC=1.C(OCC)(=O)C. The product is [Cl:25][C:24]1[CH:23]=[CH:22][CH:21]=[C:20]2[C:19]=1[C:18](=[O:17])[N:15]([C@H:9]1[C:8]3[C:12](=[CH:13][CH:14]=[C:6]([C:4]([O:3][CH3:2])=[O:5])[CH:7]=3)[CH2:11][CH2:10]1)[CH2:26]2. The yield is 0.720.